Dataset: Full USPTO retrosynthesis dataset with 1.9M reactions from patents (1976-2016). Task: Predict the reactants needed to synthesize the given product. (1) Given the product [Br:60][C:57]1[CH:58]=[CH:59][C:54]([NH:53][C:51]2[N:50]([CH3:62])[C:49]3[CH:63]=[C:64]([O:68][CH3:67])[C:46]([O:45][C:8]4([C:6]([OH:7])=[O:5])[CH:13]=[CH:12][CH:11]=[CH:10][NH:9]4)=[CH:47][C:48]=3[N:52]=2)=[CH:55][C:56]=1[CH3:61], predict the reactants needed to synthesize it. The reactants are: C([O:5][C:6]([C:8]1[CH:13]=[C:12](OC2C(OC)=CC(NC)=C(N)C=2)[CH:11]=[CH:10][N:9]=1)=[O:7])(C)(C)C.NC(N)=S.IC.C(OC(C1C=C([O:45][C:46]2[CH:64]=[CH:63][C:49]3[N:50]([CH3:62])[C:51]([NH:53][C:54]4[CH:59]=[CH:58][C:57]([Br:60])=[C:56]([CH3:61])[CH:55]=4)=[N:52][C:48]=3[CH:47]=2)C=CN=1)=O)(C)(C)C.FC(F)(F)[C:67](O)=[O:68]. (2) Given the product [O:16]=[C:17]([OH:29])[C@@H:18]([C@H:20]([C@H:22]([C@@H:24]([C:26]([OH:28])=[O:27])[OH:25])[OH:23])[OH:21])[OH:19].[CH3:1][NH:2][CH2:3][CH2:4][CH2:5][O:6][C:7]1[CH:12]=[CH:11][CH:10]=[C:9]([N+:13]([O-:15])=[O:14])[CH:8]=1.[CH3:1][NH:2][CH2:3][CH2:4][CH2:5][O:6][C:7]1[CH:12]=[CH:11][CH:10]=[C:9]([N+:13]([O-:15])=[O:14])[CH:8]=1, predict the reactants needed to synthesize it. The reactants are: [CH3:1][NH:2][CH2:3][CH2:4][CH2:5][O:6][C:7]1[CH:12]=[CH:11][CH:10]=[C:9]([N+:13]([O-:15])=[O:14])[CH:8]=1.[O:16]=[C:17]([OH:29])[C@@H:18]([C@H:20]([C@H:22]([C@@H:24]([C:26]([OH:28])=[O:27])[OH:25])[OH:23])[OH:21])[OH:19].O. (3) Given the product [CH3:1][C@H:2]1[C:3](=[O:4])[O:5][C@H:6]([C:23]2[CH:24]=[CH:25][CH:26]=[CH:27][CH:28]=2)[CH2:7][NH:8][C:9](=[O:10])[C@H:11]([CH2:12][C:13]([O:15][C:16]([CH3:17])([CH3:18])[CH3:19])=[O:14])[CH2:20][CH:31]=[CH:30][CH2:29]1, predict the reactants needed to synthesize it. The reactants are: [CH3:1][C@H:2]([CH2:29][CH:30]=[CH2:31])[C:3]([O:5][C@H:6]([C:23]1[CH:28]=[CH:27][CH:26]=[CH:25][CH:24]=1)[CH2:7][NH:8][C:9]([C@@H:11]([CH2:20]C=C)[CH2:12][C:13]([O:15][C:16]([CH3:19])([CH3:18])[CH3:17])=[O:14])=[O:10])=[O:4]. (4) Given the product [F:1][C:2]1[N:10]=[C:9]2[C:5]([N:6]=[CH:7][NH:8]2)=[C:4]([NH:17][C@H:18]([C:20]2[N:21]([C:32]3[CH:37]=[CH:36][CH:35]=[CH:34][CH:33]=3)[C:22](=[O:31])[C:23]3[C:28]([CH:29]=2)=[CH:27][CH:26]=[CH:25][C:24]=3[CH3:30])[CH3:19])[N:3]=1.[F:43][C:44]1[N:52]=[C:51]2[C:47]([N:48]=[CH:49][NH:50]2)=[C:46]([NH:53][CH:54]([C:56]2[N:57]([C:68]3[CH:73]=[CH:72][CH:71]=[CH:70][CH:69]=3)[C:58](=[O:67])[C:59]3[C:64]([CH:65]=2)=[CH:63][CH:62]=[CH:61][C:60]=3[CH3:66])[CH3:55])[N:45]=1, predict the reactants needed to synthesize it. The reactants are: [F:1][C:2]1[N:10]=[C:9]2[C:5]([N:6]=[CH:7][N:8]2C2CCCCO2)=[C:4]([NH:17][CH:18]([C:20]2[N:21]([C:32]3[CH:37]=[CH:36][CH:35]=[CH:34][CH:33]=3)[C:22](=[O:31])[C:23]3[C:28]([CH:29]=2)=[CH:27][CH:26]=[CH:25][C:24]=3[CH3:30])[CH3:19])[N:3]=1.C([O-])(O)=O.[Na+].[F:43][C:44]1[N:52]=[C:51]2[C:47]([N:48]=[CH:49][NH:50]2)=[C:46]([NH:53][C@H:54]([C:56]2[N:57]([C:68]3[CH:73]=[CH:72][CH:71]=[CH:70][CH:69]=3)[C:58](=[O:67])[C:59]3[C:64]([CH:65]=2)=[CH:63][CH:62]=[CH:61][C:60]=3[CH3:66])[CH3:55])[N:45]=1. (5) Given the product [CH3:25][O:24][C:7]1[CH:6]=[CH:5][C:4]2[N:3]=[C:2]([NH:36][C:35]3[CH:37]=[CH:38][CH:39]=[C:33]([N:30]4[CH2:29][CH2:28][N:27]([CH3:26])[CH2:32][CH2:31]4)[CH:34]=3)[C:11]3=[N:12][NH:13][CH:14]=[C:10]3[C:9]=2[CH:8]=1, predict the reactants needed to synthesize it. The reactants are: Cl[C:2]1[C:11]2=[N:12][N:13](CC3C=CC(OC)=CC=3)[CH:14]=[C:10]2[C:9]2[CH:8]=[C:7]([O:24][CH3:25])[CH:6]=[CH:5][C:4]=2[N:3]=1.[CH3:26][N:27]1[CH2:32][CH2:31][N:30]([C:33]2[CH:34]=[C:35]([CH:37]=[CH:38][CH:39]=2)[NH2:36])[CH2:29][CH2:28]1.Cl. (6) Given the product [CH3:34][CH:31]([C:30]([OH:29])=[O:33])[N:19]([C:20]1[CH:21]=[CH:22][C:23]([C:24]#[N:25])=[CH:26][CH:27]=1)[C:6]1[N:5]=[C:4]([NH2:3])[N:9]=[C:8]([CH2:10][C:11]2[C:16]([Cl:17])=[CH:15][CH:14]=[CH:13][C:12]=2[Cl:18])[N:7]=1, predict the reactants needed to synthesize it. The reactants are: [H-].[Na+].[NH2:3][C:4]1[N:9]=[C:8]([CH2:10][C:11]2[C:16]([Cl:17])=[CH:15][CH:14]=[CH:13][C:12]=2[Cl:18])[N:7]=[C:6]([NH:19][C:20]2[CH:27]=[CH:26][C:23]([C:24]#[N:25])=[CH:22][CH:21]=2)[N:5]=1.C[O:29][C:30](=[O:33])[CH2:31]Cl.[CH3:34]N(C=O)C. (7) The reactants are: [NH2:1][N:2]1[C:7](=[O:8])[C:6]([C:9]2[NH:14][C:13]3[CH:15]=[CH:16][CH:17]=[CH:18][C:12]=3[S:11](=[O:20])(=[O:19])[N:10]=2)=[C:5]([OH:21])[C:4]2[S:22][CH:23]=[CH:24][C:3]1=2.[C:25]1([C:31](=O)[CH3:32])[CH:30]=[CH:29][CH:28]=[CH:27][CH:26]=1. Given the product [O:19]=[S:11]1(=[O:20])[C:12]2[CH:18]=[CH:17][CH:16]=[CH:15][C:13]=2[NH:14][C:9]([C:6]2[C:7](=[O:8])[N:2]([N:1]=[C:31]([C:25]3[CH:30]=[CH:29][CH:28]=[CH:27][CH:26]=3)[CH3:32])[C:3]3[CH:24]=[CH:23][S:22][C:4]=3[C:5]=2[OH:21])=[N:10]1, predict the reactants needed to synthesize it.